Task: Predict the product of the given reaction.. Dataset: Forward reaction prediction with 1.9M reactions from USPTO patents (1976-2016) (1) Given the reactants P([O-])([O-])([O-])=O.[K+].[K+].[K+].CC(O)CCC.O=C[C@@H]([C@H]([C@@H]([C@@H](CO)O)O)O)O.C1C=[N+]([C@@H]2O[C@H](COP(OP(OC[C@H]3O[C@@H](N4C5N=CN=C(N)C=5N=C4)[C@H](O)[C@@H]3O)(O)=O)(O)=O)[C@@H](O)[C@H]2O)C=C(C(N)=O)C=1.[CH:71]1[CH:76]=[N+:75]([C@@H:77]2[O:81][C@H:80]([CH2:82][O:83][P:84]([O:87][P:88]([O:91][CH2:92][C@H:93]3[O:97][C@@H:96]([N:98]4[C:102]5[N:103]=[CH:104][N:105]=[C:106]([NH2:107])[C:101]=5[N:100]=[CH:99]4)[C@H:95]([O:108][P:109]([OH:112])([OH:111])=[O:110])[C@@H:94]3[OH:113])([OH:90])=[O:89])([OH:86])=[O:85])[C@@H:79]([OH:114])[C@H:78]2[OH:115])[CH:74]=[C:73]([C:116]([NH2:118])=[O:117])[CH:72]=1, predict the reaction product. The product is: [CH:104]1[N:105]=[C:106]([NH2:107])[C:101]2[N:100]=[CH:99][N:98]([C@@H:96]3[O:97][C@H:93]([CH2:92][O:91][P:88]([O:87][P:84]([O:83][CH2:82][C@H:80]4[O:81][C@@H:77]([N:75]5[CH:74]=[C:73]([C:116]([NH2:118])=[O:117])[CH2:72][CH:71]=[CH:76]5)[C@H:78]([OH:115])[C@@H:79]4[OH:114])([OH:86])=[O:85])([OH:90])=[O:89])[C@@H:94]([OH:113])[C@H:95]3[O:108][P:109]([OH:112])([OH:111])=[O:110])[C:102]=2[N:103]=1. (2) The product is: [CH:16]([Si:4]([CH:1]([CH3:3])[CH3:2])([CH:13]([CH3:15])[CH3:14])[O:5][CH2:6][C:7]1[S:8][C:9]([B:28]2[O:32][C:31]([CH3:34])([CH3:33])[C:30]([CH3:36])([CH3:35])[O:29]2)=[CH:10][C:11]=1[CH3:12])([CH3:18])[CH3:17]. Given the reactants [CH:1]([Si:4]([CH:16]([CH3:18])[CH3:17])([CH:13]([CH3:15])[CH3:14])[O:5][CH2:6][C:7]1[S:8][CH:9]=[CH:10][C:11]=1[CH3:12])([CH3:3])[CH3:2].C([Li])CCC.C(O[B:28]1[O:32][C:31]([CH3:34])([CH3:33])[C:30]([CH3:36])([CH3:35])[O:29]1)(C)C.[Cl-].[NH4+], predict the reaction product. (3) Given the reactants [N:8]1(C([N:8]2[CH:12]=[CH:11][N:10]=[CH:9]2)=N)[CH:12]=[CH:11][N:10]=[CH:9]1.Cl.NC1C=[CH:19][C:18]([O:21][CH3:22])=[CH:17][C:16]=1[OH:23].C(N(CC)CC)C, predict the reaction product. The product is: [CH3:22][O:21][C:18]1[CH:19]=[CH:12][C:11]2[N:10]=[C:9]([NH2:8])[O:23][C:16]=2[CH:17]=1.